This data is from Full USPTO retrosynthesis dataset with 1.9M reactions from patents (1976-2016). The task is: Predict the reactants needed to synthesize the given product. Given the product [OH:21][CH2:20][C@:13]12[C@H:9]([O:8][CH2:1][C:2]3[CH:3]=[CH:4][CH:5]=[CH:6][CH:7]=3)[C@H:10]([O:15][CH2:14]1)[C@H:11]([N:26]1[CH:34]=[C:32]([CH3:33])[C:30](=[O:31])[NH:29][C:27]1=[O:28])[O:12]2, predict the reactants needed to synthesize it. The reactants are: [CH2:1]([O:8][C@H:9]1[C:13]([CH2:20][O:21]S(C)(=O)=O)([CH2:14][O:15]S(C)(=O)=O)[O:12][C@@H:11]([N:26]2[CH:34]=[C:32]([CH3:33])[C:30](=[O:31])[NH:29][C:27]2=[O:28])[C@@H:10]1OS(C)(=O)=O)[C:2]1[CH:7]=[CH:6][CH:5]=[CH:4][CH:3]=1.[OH-].[Na+].